Dataset: hERG Central: cardiac toxicity at 1µM, 10µM, and general inhibition. Task: Predict hERG channel inhibition at various concentrations. The molecule is O=C(COc1ccc(Cl)cc1)N1CCN(C(=O)c2cccc(F)c2)CC1. Results: hERG_inhib (hERG inhibition (general)): blocker.